Dataset: M1 muscarinic receptor antagonist screen with 61,756 compounds. Task: Binary Classification. Given a drug SMILES string, predict its activity (active/inactive) in a high-throughput screening assay against a specified biological target. (1) The drug is O=C(NCCCN(CC)CC)c1nn(c(=O)c2c1cccc2)c1c(OC)cccc1. The result is 0 (inactive). (2) The result is 0 (inactive). The drug is S(=O)(=O)(Cc1oc(C(=O)N(CCCC)C)cc1)c1c(cccc1)C. (3) The drug is Clc1cc2N(CC(=O)N3CCc4c3cccc4)C(=O)COc2cc1. The result is 0 (inactive). (4) The compound is s1c2n(c3c(c(=O)n2)cccc3)c(c2ccccc2)c1. The result is 0 (inactive). (5) The molecule is o1c2nc(n(CCOC)c(=O)c2c(=O)c2c1cccc2)C(C)C. The result is 0 (inactive). (6) The drug is S(=O)(=O)(NCc1[nH]c2c(n1)cccc2)c1ccc(cc1)C. The result is 0 (inactive). (7) The drug is S(CCCn1c2c([nH]c1=O)cccc2)c1nc(c(CCC(OCC)=O)c(c1C#N)C)C. The result is 0 (inactive). (8) The molecule is S(CC(=O)N(CC)CC)c1oc(nn1)CCN. The result is 0 (inactive).